Dataset: Forward reaction prediction with 1.9M reactions from USPTO patents (1976-2016). Task: Predict the product of the given reaction. Given the reactants [CH2:1]([O:3][C:4](=[O:20])[CH:5]([O:17][CH2:18][CH3:19])[CH2:6][C:7]1[CH:12]=[CH:11][C:10]([OH:13])=[CH:9][C:8]=1[O:14][CH2:15][CH3:16])[CH3:2].Cl[CH2:22][C:23]1[N:24]=[C:25]([C:29]2[CH:34]=[CH:33][C:32]([O:35][CH:36]([CH3:38])[CH3:37])=[CH:31][CH:30]=2)[O:26][C:27]=1[CH3:28].C(=O)([O-])[O-].[K+].[K+], predict the reaction product. The product is: [CH2:1]([O:3][C:4](=[O:20])[CH:5]([O:17][CH2:18][CH3:19])[CH2:6][C:7]1[CH:12]=[CH:11][C:10]([O:13][CH2:22][C:23]2[N:24]=[C:25]([C:29]3[CH:34]=[CH:33][C:32]([O:35][CH:36]([CH3:38])[CH3:37])=[CH:31][CH:30]=3)[O:26][C:27]=2[CH3:28])=[CH:9][C:8]=1[O:14][CH2:15][CH3:16])[CH3:2].